Regression. Given a peptide amino acid sequence and an MHC pseudo amino acid sequence, predict their binding affinity value. This is MHC class I binding data. From a dataset of Peptide-MHC class I binding affinity with 185,985 pairs from IEDB/IMGT. (1) The peptide sequence is GFMRFFQLLR. The MHC is HLA-A31:01 with pseudo-sequence HLA-A31:01. The binding affinity (normalized) is 0.632. (2) The peptide sequence is TLISSDGARV. The MHC is HLA-A68:02 with pseudo-sequence HLA-A68:02. The binding affinity (normalized) is 0.418. (3) The peptide sequence is PAVVYSTCT. The MHC is HLA-A02:01 with pseudo-sequence HLA-A02:01. The binding affinity (normalized) is 0.204.